From a dataset of Forward reaction prediction with 1.9M reactions from USPTO patents (1976-2016). Predict the product of the given reaction. Given the reactants [F-].[Cs+].[Cl:3][C:4]1[C:9]([C:10]2[CH:15]=[CH:14][CH:13]=[C:12]([F:16])[CH:11]=2)=[CH:8][C:7]([OH:17])=[C:6](I)[CH:5]=1.C([Sn](CCCC)(CCCC)[C:24]1[CH:29]=[CH:28][N:27]=[N:26][CH:25]=1)CCC, predict the reaction product. The product is: [Cl:3][C:4]1[C:9]([C:10]2[CH:15]=[CH:14][CH:13]=[C:12]([F:16])[CH:11]=2)=[CH:8][C:7]([OH:17])=[C:6]([C:24]2[CH:29]=[CH:28][N:27]=[N:26][CH:25]=2)[CH:5]=1.